This data is from NCI-60 drug combinations with 297,098 pairs across 59 cell lines. The task is: Regression. Given two drug SMILES strings and cell line genomic features, predict the synergy score measuring deviation from expected non-interaction effect. (1) Drug 1: CC(C1=C(C=CC(=C1Cl)F)Cl)OC2=C(N=CC(=C2)C3=CN(N=C3)C4CCNCC4)N. Drug 2: CCC1=C2CN3C(=CC4=C(C3=O)COC(=O)C4(CC)O)C2=NC5=C1C=C(C=C5)O. Cell line: MCF7. Synergy scores: CSS=22.2, Synergy_ZIP=-3.89, Synergy_Bliss=2.52, Synergy_Loewe=-14.2, Synergy_HSA=2.50. (2) Drug 1: C1CCN(CC1)CCOC2=CC=C(C=C2)C(=O)C3=C(SC4=C3C=CC(=C4)O)C5=CC=C(C=C5)O. Drug 2: CC12CCC3C(C1CCC2OP(=O)(O)O)CCC4=C3C=CC(=C4)OC(=O)N(CCCl)CCCl.[Na+]. Cell line: COLO 205. Synergy scores: CSS=-10.3, Synergy_ZIP=5.11, Synergy_Bliss=2.26, Synergy_Loewe=-11.1, Synergy_HSA=-8.11. (3) Drug 1: C1C(C(OC1N2C=C(C(=O)NC2=O)F)CO)O. Drug 2: C1CC(=O)NC(=O)C1N2C(=O)C3=CC=CC=C3C2=O. Cell line: NCIH23. Synergy scores: CSS=1.56, Synergy_ZIP=0.168, Synergy_Bliss=1.92, Synergy_Loewe=-2.81, Synergy_HSA=0.625. (4) Drug 1: CC1=C2C(C(=O)C3(C(CC4C(C3C(C(C2(C)C)(CC1OC(=O)C(C(C5=CC=CC=C5)NC(=O)OC(C)(C)C)O)O)OC(=O)C6=CC=CC=C6)(CO4)OC(=O)C)OC)C)OC. Drug 2: CC1=CC=C(C=C1)C2=CC(=NN2C3=CC=C(C=C3)S(=O)(=O)N)C(F)(F)F. Cell line: K-562. Synergy scores: CSS=45.7, Synergy_ZIP=12.0, Synergy_Bliss=11.4, Synergy_Loewe=-7.04, Synergy_HSA=12.3. (5) Drug 1: CC12CCC3C(C1CCC2O)C(CC4=C3C=CC(=C4)O)CCCCCCCCCS(=O)CCCC(C(F)(F)F)(F)F. Drug 2: COC1=NC(=NC2=C1N=CN2C3C(C(C(O3)CO)O)O)N. Cell line: MOLT-4. Synergy scores: CSS=50.9, Synergy_ZIP=0.599, Synergy_Bliss=-0.479, Synergy_Loewe=-15.7, Synergy_HSA=-1.91. (6) Drug 1: CC1CCC2CC(C(=CC=CC=CC(CC(C(=O)C(C(C(=CC(C(=O)CC(OC(=O)C3CCCCN3C(=O)C(=O)C1(O2)O)C(C)CC4CCC(C(C4)OC)OCCO)C)C)O)OC)C)C)C)OC. Drug 2: COC1=C2C(=CC3=C1OC=C3)C=CC(=O)O2. Cell line: UACC62. Synergy scores: CSS=9.71, Synergy_ZIP=-2.92, Synergy_Bliss=-0.591, Synergy_Loewe=-38.3, Synergy_HSA=-0.926. (7) Drug 1: CC1=C2C(C(=O)C3(C(CC4C(C3C(C(C2(C)C)(CC1OC(=O)C(C(C5=CC=CC=C5)NC(=O)OC(C)(C)C)O)O)OC(=O)C6=CC=CC=C6)(CO4)OC(=O)C)OC)C)OC. Drug 2: CC1CCCC2(C(O2)CC(NC(=O)CC(C(C(=O)C(C1O)C)(C)C)O)C(=CC3=CSC(=N3)C)C)C. Cell line: SNB-19. Synergy scores: CSS=47.1, Synergy_ZIP=2.93, Synergy_Bliss=4.94, Synergy_Loewe=-0.584, Synergy_HSA=5.04.